Dataset: Catalyst prediction with 721,799 reactions and 888 catalyst types from USPTO. Task: Predict which catalyst facilitates the given reaction. (1) Reactant: [CH2:1]([N:8]1[C:20]2[CH:19]=[CH:18][C:17]([NH:21]C(=O)OCC3C=CC(OC)=CC=3)=[CH:16][C:15]=2[C:14]2[C:9]1=[CH:10][C:11]([C:37]1[C:38]([CH3:43])=[N:39][O:40][C:41]=1[CH3:42])=[CH:12][C:13]=2[C:34](=[O:36])[NH2:35])[C:2]1[CH:7]=[CH:6][CH:5]=[CH:4][CH:3]=1.C1(OC)C=CC=CC=1.C(O)(C(F)(F)F)=O. Product: [NH2:21][C:17]1[CH:16]=[C:15]2[C:20](=[CH:19][CH:18]=1)[N:8]([CH2:1][C:2]1[CH:3]=[CH:4][CH:5]=[CH:6][CH:7]=1)[C:9]1[CH:10]=[C:11]([C:37]3[C:38]([CH3:43])=[N:39][O:40][C:41]=3[CH3:42])[CH:12]=[C:13]([C:34]([NH2:35])=[O:36])[C:14]2=1. The catalyst class is: 2. (2) Reactant: [NH2:1][C:2]1[N:7]=[C:6]([CH:8]2[CH2:10][CH2:9]2)[N:5]=[C:4]([OH:11])[C:3]=1[S:12][C:13]#[N:14].O. Product: [NH2:14][C:13]1[S:12][C:3]2[C:4]([OH:11])=[N:5][C:6]([CH:8]3[CH2:10][CH2:9]3)=[N:7][C:2]=2[N:1]=1. The catalyst class is: 9. (3) Reactant: [CH3:1][CH:2]1[CH2:7][CH:6]([CH3:8])[CH2:5][NH:4][CH2:3]1.C(N(CC)CC)C.[CH3:16][C:17]1[CH:18]=[C:19]([CH:23]=[CH:24][CH:25]=1)[C:20](Cl)=[O:21].O. Product: [CH3:1][CH:2]1[CH2:7][CH:6]([CH3:8])[CH2:5][N:4]([C:20](=[O:21])[C:19]2[CH:23]=[CH:24][CH:25]=[C:17]([CH3:16])[CH:18]=2)[CH2:3]1. The catalyst class is: 4. (4) Reactant: Br/[C:2](/[F:7])=[CH:3]/[CH:4]1[CH2:6][CH2:5]1.[C:8]([Si:10]([CH3:13])([CH3:12])[CH3:11])#[CH:9].CCN(CC)CC. Product: [CH:4]1([CH:3]=[C:2]([F:7])[C:9]#[C:8][Si:10]([CH3:13])([CH3:12])[CH3:11])[CH2:6][CH2:5]1. The catalyst class is: 724. (5) Reactant: [Br:1][C:2]1[O:3][C:4]([C:7]([OH:9])=[O:8])=[CH:5][CH:6]=1.C(=O)([O-])[O-].[K+].[K+].[CH2:16](I)[CH3:17].O. Product: [Br:1][C:2]1[O:3][C:4]([C:7]([O:9][CH2:16][CH3:17])=[O:8])=[CH:5][CH:6]=1. The catalyst class is: 16. (6) Reactant: C([O:8][C:9]([C:11]1[CH:15]=[C:14]([Cl:16])[S:13][C:12]=1[C:17]1[CH:22]=[CH:21][C:20]([C:23]2[CH:28]=[CH:27][C:26]([C:29]3([C:32]([O:34][CH2:35][CH3:36])=[O:33])[CH2:31][CH2:30]3)=[CH:25][CH:24]=2)=[CH:19][CH:18]=1)=[O:10])C1C=CC=CC=1.B(Br)(Br)Br.C(Cl)Cl. Product: [Cl:16][C:14]1[S:13][C:12]([C:17]2[CH:18]=[CH:19][C:20]([C:23]3[CH:28]=[CH:27][C:26]([C:29]4([C:32]([O:34][CH2:35][CH3:36])=[O:33])[CH2:31][CH2:30]4)=[CH:25][CH:24]=3)=[CH:21][CH:22]=2)=[C:11]([C:9]([OH:10])=[O:8])[CH:15]=1. The catalyst class is: 2. (7) Reactant: [CH:1]([CH:4]1[C:9](=[O:10])[NH:8][C:7]2[CH:11]=[C:12]([N+:15]([O-:17])=[O:16])[CH:13]=[CH:14][C:6]=2[O:5]1)([CH3:3])[CH3:2].C(=O)([O-])[O-].[K+].[K+].[C:24]([O:28][CH3:29])(=[O:27])[CH:25]=[CH2:26].C(OCC)(=O)C. Product: [CH3:29][O:28][C:24](=[O:27])[CH2:25][CH2:26][N:8]1[C:7]2[CH:11]=[C:12]([N+:15]([O-:17])=[O:16])[CH:13]=[CH:14][C:6]=2[O:5][CH:4]([CH:1]([CH3:3])[CH3:2])[C:9]1=[O:10]. The catalyst class is: 35.